From a dataset of Full USPTO retrosynthesis dataset with 1.9M reactions from patents (1976-2016). Predict the reactants needed to synthesize the given product. (1) Given the product [CH2:1]([NH:13][C:14]([C:16]1[CH:17]=[CH:18][CH:19]=[C:20]2[C:24]=1[NH:23][C:22](=[O:25])[C:21]2=[N:35][NH:34][C:32](=[O:33])[C:31]1[CH:36]=[CH:37][C:28]([OH:27])=[CH:29][CH:30]=1)=[O:15])[CH2:2][CH2:3][CH2:4][CH2:5][CH2:6][CH2:7][CH2:8][CH2:9][CH2:10][CH2:11][CH3:12], predict the reactants needed to synthesize it. The reactants are: [CH2:1]([NH:13][C:14]([C:16]1[CH:17]=[CH:18][CH:19]=[C:20]2[C:24]=1[NH:23][C:22](=[O:25])[C:21]2=O)=[O:15])[CH2:2][CH2:3][CH2:4][CH2:5][CH2:6][CH2:7][CH2:8][CH2:9][CH2:10][CH2:11][CH3:12].[OH:27][C:28]1[CH:37]=[CH:36][C:31]([C:32]([NH:34][NH2:35])=[O:33])=[CH:30][CH:29]=1. (2) The reactants are: [NH2:1][C@H:2]([C:25]1[CH:30]=[CH:29][C:28]([O:31][CH2:32][C:33](=[O:41])[N:34]([CH2:38][CH2:39][OH:40])[CH2:35][CH2:36][OH:37])=[CH:27][CH:26]=1)[C:3]([NH:5][C@H:6]([C:15]1[NH:19][C:18]2[CH:20]=[C:21]([I:24])[CH:22]=[CH:23][C:17]=2[N:16]=1)[C@H:7]([C:9]1[CH:14]=[CH:13][CH:12]=[CH:11][CH:10]=1)[CH3:8])=[O:4].C(N(CC)CC)C.[CH3:49][Si:50](Cl)([CH3:52])[CH3:51].C(OCC)(=O)C. Given the product [NH2:1][C@H:2]([C:25]1[CH:26]=[CH:27][C:28]([O:31][CH2:32][C:33](=[O:41])[N:34]([CH2:38][CH2:39][O:40][Si:50]([CH3:52])([CH3:51])[CH3:49])[CH2:35][CH2:36][O:37][Si:50]([CH3:52])([CH3:51])[CH3:49])=[CH:29][CH:30]=1)[C:3]([NH:5][C@H:6]([C:15]1[NH:19][C:18]2[CH:20]=[C:21]([I:24])[CH:22]=[CH:23][C:17]=2[N:16]=1)[C@H:7]([C:9]1[CH:14]=[CH:13][CH:12]=[CH:11][CH:10]=1)[CH3:8])=[O:4], predict the reactants needed to synthesize it. (3) The reactants are: [CH:1]1([CH2:7][NH:8][C:9]([NH:11][NH:12][C:13](=O)[CH2:14][CH2:15][N:16]2[CH2:21][CH2:20][N:19]([C:22]3[CH:27]=[CH:26][CH:25]=[CH:24][C:23]=3[O:28][CH3:29])[CH2:18][CH2:17]2)=[O:10])[CH2:6][CH2:5][CH2:4][CH2:3][CH2:2]1. Given the product [CH:1]1([CH2:7][N:8]2[C:13]([CH2:14][CH2:15][N:16]3[CH2:21][CH2:20][N:19]([C:22]4[CH:27]=[CH:26][CH:25]=[CH:24][C:23]=4[O:28][CH3:29])[CH2:18][CH2:17]3)=[N:12][NH:11][C:9]2=[O:10])[CH2:6][CH2:5][CH2:4][CH2:3][CH2:2]1, predict the reactants needed to synthesize it. (4) Given the product [F:18][C:14]1[CH:13]=[C:12]([CH:17]=[CH:16][CH:15]=1)[CH2:11][N:10]1[CH2:9][CH2:8]/[C:7](=[CH:19]\[C:20]2[CH:25]=[CH:24][C:23]([N:26]3[CH:30]=[C:29]([CH3:31])[N:28]=[CH:27]3)=[C:22]([O:32][CH3:33])[CH:21]=2)/[C:6]1=[O:5], predict the reactants needed to synthesize it. The reactants are: C([O:5][C:6](=O)/[C:7](=[CH:19]/[C:20]1[CH:25]=[CH:24][C:23]([N:26]2[CH:30]=[C:29]([CH3:31])[N:28]=[CH:27]2)=[C:22]([O:32][CH3:33])[CH:21]=1)/[CH2:8][CH2:9][NH:10][CH2:11][C:12]1[CH:17]=[CH:16][CH:15]=[C:14]([F:18])[CH:13]=1)(C)(C)C.FC(F)(F)C(O)=O. (5) Given the product [CH2:41]([O:40][CH:35]([CH2:34][C:31]1[CH:32]=[CH:33][C:28]([O:27][CH2:26][CH2:25][N:11]2[C:8]3=[N:9][CH:10]=[C:5]([C:4](=[N:3][O:2][CH3:1])[C:14]4[CH:19]=[CH:18][CH:17]=[CH:16][CH:15]=4)[CH:6]=[C:7]3[CH:13]=[CH:12]2)=[CH:29][CH:30]=1)[C:36]([O:38][CH3:39])=[O:37])[CH3:42], predict the reactants needed to synthesize it. The reactants are: [CH3:1][O:2][N:3]=[C:4]([C:14]1[CH:19]=[CH:18][CH:17]=[CH:16][CH:15]=1)[C:5]1[CH:6]=[C:7]2[CH:13]=[CH:12][NH:11][C:8]2=[N:9][CH:10]=1.[H-].[Na+].[I-].[K+].Br[CH2:25][CH2:26][O:27][C:28]1[CH:33]=[CH:32][C:31]([CH2:34][CH:35]([O:40][CH2:41][CH3:42])[C:36]([O:38][CH3:39])=[O:37])=[CH:30][CH:29]=1. (6) Given the product [Cl:39][CH2:2][C:3]1[CH:4]=[C:5]([C:21]([NH:23][CH2:24][C:25]2[CH:30]=[CH:29][C:28]([S:31]([CH:34]([CH3:36])[CH3:35])(=[O:33])=[O:32])=[CH:27][CH:26]=2)=[O:22])[C:6](=[O:20])[N:7]([C:10]2[CH:15]=[CH:14][CH:13]=[C:12]([C:16]([F:19])([F:18])[F:17])[CH:11]=2)[C:8]=1[CH3:9], predict the reactants needed to synthesize it. The reactants are: O[CH2:2][C:3]1[CH:4]=[C:5]([C:21]([NH:23][CH2:24][C:25]2[CH:30]=[CH:29][C:28]([S:31]([CH:34]([CH3:36])[CH3:35])(=[O:33])=[O:32])=[CH:27][CH:26]=2)=[O:22])[C:6](=[O:20])[N:7]([C:10]2[CH:15]=[CH:14][CH:13]=[C:12]([C:16]([F:19])([F:18])[F:17])[CH:11]=2)[C:8]=1[CH3:9].S(Cl)([Cl:39])=O. (7) The reactants are: [CH2:1]([Li])CCC.[CH2:6]([O:8][C:9]1[CH:23]=[CH:22][C:12]([CH2:13][C:14]2[CH:19]=[C:18](Br)[CH:17]=[CH:16][C:15]=2[Cl:21])=[CH:11][CH:10]=1)[CH3:7].C[Si](C)(C)[O:26][C@@H:27]1[C@@H:32]([O:33][Si](C)(C)C)[C@@H:31]([O:38][Si](C)(C)C)[C@@H:30]([CH2:43][O:44][Si](C)(C)C)[O:29][C:28]1=[O:49].CS(O)(=O)=O.C(=O)(O)[O-].[Na+]. Given the product [CH2:6]([O:8][C:9]1[CH:23]=[CH:22][C:12]([CH2:13][C:14]2[CH:19]=[C:18]([C:28]3([O:49][CH3:1])[C@H:27]([OH:26])[C@@H:32]([OH:33])[C@H:31]([OH:38])[C@@H:30]([CH2:43][OH:44])[O:29]3)[CH:17]=[CH:16][C:15]=2[Cl:21])=[CH:11][CH:10]=1)[CH3:7], predict the reactants needed to synthesize it. (8) The reactants are: [CH3:1][N:2]1[CH2:18][CH2:17][C:5]2[NH:6][C:7]3[CH:8]=[CH:9][C:10]([C:13]([F:16])([F:15])[F:14])=[CH:11][C:12]=3[C:4]=2[CH2:3]1.[H-].[Na+].[O:21]1[CH2:23][CH:22]1[C:24]1[CH:29]=[CH:28][N:27]=[CH:26][CH:25]=1.O. Given the product [CH3:1][N:2]1[CH2:18][CH2:17][C:5]2[N:6]([CH2:23][CH:22]([C:24]3[CH:29]=[CH:28][N:27]=[CH:26][CH:25]=3)[OH:21])[C:7]3[CH:8]=[CH:9][C:10]([C:13]([F:16])([F:15])[F:14])=[CH:11][C:12]=3[C:4]=2[CH2:3]1, predict the reactants needed to synthesize it. (9) Given the product [ClH:19].[CH3:15][C:14]1[CH:13]=[CH:12][CH:11]=[C:10]2[C:9]=1[C:1]([C:2]1[CH:7]=[CH:6][CH:5]=[CH:4][CH:3]=1)=[N:18][CH2:17][CH2:16]2, predict the reactants needed to synthesize it. The reactants are: [C:1]([C:9]1[C:14]([CH3:15])=[CH:13][CH:12]=[CH:11][C:10]=1[CH2:16][C:17]#[N:18])(=O)[C:2]1[CH:7]=[CH:6][CH:5]=[CH:4][CH:3]=1.[ClH:19].CCOC(C)=O. (10) Given the product [CH3:1][O:2][C:3]1[CH:8]=[CH:7][C:6]([C:9]2[CH:14]=[CH:13][C:12]([CH2:15][NH:27][C@@H:17]3[C:26]4[C:21](=[CH:22][CH:23]=[CH:24][CH:25]=4)[CH2:20][CH2:19][CH2:18]3)=[CH:11][CH:10]=2)=[CH:5][CH:4]=1, predict the reactants needed to synthesize it. The reactants are: [CH3:1][O:2][C:3]1[CH:8]=[CH:7][C:6]([C:9]2[CH:14]=[CH:13][C:12]([CH:15]=O)=[CH:11][CH:10]=2)=[CH:5][CH:4]=1.[C@@H:17]1([NH2:27])[C:26]2[C:21](=[CH:22][CH:23]=[CH:24][CH:25]=2)[CH2:20][CH2:19][CH2:18]1.